From a dataset of Catalyst prediction with 721,799 reactions and 888 catalyst types from USPTO. Predict which catalyst facilitates the given reaction. Reactant: [ClH:1].C([O:9][N:10]1[CH2:15][CH2:14][CH2:13][CH2:12][C:11]1=[NH:16])C1C=CC=CC=1. Product: [ClH:1].[NH:16]=[C:11]1[CH2:12][CH2:13][CH2:14][CH2:15][N:10]1[OH:9]. The catalyst class is: 19.